This data is from Microsomal clearance measurements from AstraZeneca. The task is: Regression/Classification. Given a drug SMILES string, predict its absorption, distribution, metabolism, or excretion properties. Task type varies by dataset: regression for continuous measurements (e.g., permeability, clearance, half-life) or binary classification for categorical outcomes (e.g., BBB penetration, CYP inhibition). For this dataset (clearance_microsome_az), we predict log10(clearance) (log10 of the in vitro intrinsic clearance, CLint, in uL/min per mg of human liver microsomal protein, equivalently mL/min/g; values are censored to the assay range of 3 to 150, which is 0.477 to 2.18 on this log10 scale). (1) The drug is CC[C@H](N)C(=O)N[C@H](C#N)Cc1ccc(-c2ccccc2)cc1. The log10(clearance) is 1.46. (2) The compound is CS(=O)(=O)CCNCc1ccc(-c2ccc3ncnc(Nc4ccc(OCc5cccc(F)c5)c(Cl)c4)c3c2)o1. The log10(clearance) is 1.56. (3) The drug is C[C@H](CO)Nc1nc(SCc2cccc(F)c2F)nc2[nH]c(=O)cnc12. The log10(clearance) is 0.790. (4) The compound is O=c1[nH]c2c(O)ccc([C@@H](O)CNCCCSCCNCCc3cccc(Cl)c3)c2s1. The log10(clearance) is 1.30. (5) The compound is Cc1ccc2c(c1)c(-c1ccnc3c(S(C)(=O)=O)cccc13)c(C)n2CC(=O)O. The log10(clearance) is 0.480. (6) The drug is C[C@H](CO)Nc1nc(SCc2ccccc2)nc2[nH]c(=O)[nH]c12. The log10(clearance) is 0.480.